This data is from Forward reaction prediction with 1.9M reactions from USPTO patents (1976-2016). The task is: Predict the product of the given reaction. (1) Given the reactants [F:1][C:2]1[C:10]([CH3:11])=[CH:9][C:8]([O:12][Si](C(C)C)(C(C)C)C(C)C)=[C:7]([F:23])[C:3]=1C(O)=O.C(Cl)(C(Cl)=O)=O.[N-:30]=[N+]=[N-].[Na+].[OH-].[K+].Cl, predict the reaction product. The product is: [NH2:30][C:3]1[C:7]([F:23])=[C:8]([OH:12])[CH:9]=[C:10]([CH3:11])[C:2]=1[F:1]. (2) Given the reactants Br[C:2]1[N:3]=[CH:4][C:5]([NH:10][C@@H:11]2[C:19]3[C:14](=[CH:15][CH:16]=[CH:17][CH:18]=3)[CH2:13][C@@H:12]2[OH:20])=[N:6][C:7]=1[O:8][CH3:9].C1(P(C2CCCCC2)C2C=CC=CC=2C2C3C(C4C=CC=CC=4C=2)=CC=CC=3)CCCCC1.[Cl:54][C:55]1[CH:60]=[C:59]([Cl:61])[CH:58]=[CH:57][C:56]=1B(O)O.[O-]P([O-])([O-])=O.[K+].[K+].[K+], predict the reaction product. The product is: [Cl:54][C:55]1[CH:60]=[C:59]([Cl:61])[CH:58]=[CH:57][C:56]=1[C:2]1[N:3]=[CH:4][C:5]([NH:10][C@@H:11]2[C:19]3[C:14](=[CH:15][CH:16]=[CH:17][CH:18]=3)[CH2:13][C@@H:12]2[OH:20])=[N:6][C:7]=1[O:8][CH3:9].